This data is from Full USPTO retrosynthesis dataset with 1.9M reactions from patents (1976-2016). The task is: Predict the reactants needed to synthesize the given product. (1) Given the product [Br:1][C:2]1[CH:3]=[C:4]2[N:10]([CH2:16][CH:17]3[CH2:22][CH2:21][O:20][CH2:19][CH2:18]3)[CH:9]=[C:8]([C:11]#[N:12])[C:5]2=[N:6][CH:7]=1, predict the reactants needed to synthesize it. The reactants are: [Br:1][C:2]1[CH:3]=[C:4]2[NH:10][CH:9]=[C:8]([C:11]#[N:12])[C:5]2=[N:6][CH:7]=1.[H-].[Na+].Br[CH2:16][CH:17]1[CH2:22][CH2:21][O:20][CH2:19][CH2:18]1. (2) The reactants are: CC1N2C(=O)NN=C2C=CC=1[B:12]1[O:16][C:15]([CH3:18])([CH3:17])[C:14]([CH3:20])([CH3:19])[O:13]1.Br[C:22]1[CH:23]=[CH:24][CH:25]=[C:26]2[C:30]=1[N:29]([CH3:31])[N:28]=[C:27]2[NH:32][CH2:33][CH:34]([F:36])[F:35]. Given the product [F:35][CH:34]([F:36])[CH2:33][NH:32][C:27]1[C:26]2[C:30](=[C:22]([B:12]3[O:16][C:15]([CH3:18])([CH3:17])[C:14]([CH3:20])([CH3:19])[O:13]3)[CH:23]=[CH:24][CH:25]=2)[N:29]([CH3:31])[N:28]=1, predict the reactants needed to synthesize it. (3) Given the product [F:41][C:40]([F:43])([F:42])[C:38]([OH:44])=[O:39].[F:11][C:9]([F:10])([F:12])[C:7]1[CH:6]=[C:5]([C:13]2[N:17]=[CH:16][N:15](/[CH:18]=[CH:19]\[C:20]([N:22]3[CH2:35][C:24]4([CH2:27][NH:26][CH2:25]4)[CH2:23]3)=[O:21])[N:14]=2)[CH:4]=[C:3]([C:2]([F:1])([F:37])[F:36])[CH:8]=1, predict the reactants needed to synthesize it. The reactants are: [F:1][C:2]([F:37])([F:36])[C:3]1[CH:4]=[C:5]([C:13]2[N:17]=[CH:16][N:15](/[CH:18]=[CH:19]\[C:20]([N:22]3[CH2:35][C:24]4([CH2:27][N:26](C(OC(C)(C)C)=O)[CH2:25]4)[CH2:23]3)=[O:21])[N:14]=2)[CH:6]=[C:7]([C:9]([F:12])([F:11])[F:10])[CH:8]=1.[C:38]([OH:44])([C:40]([F:43])([F:42])[F:41])=[O:39].